From a dataset of Reaction yield outcomes from USPTO patents with 853,638 reactions. Predict the reaction yield, written as a fraction of the theoretical maximum amount of product (1.0 means a 100% yield; for example, 0.34 means a 34% yield). (1) The reactants are C[O:2][C:3](=[O:31])[C:4]1[CH:9]=[CH:8][C:7]([C:10]([CH2:28][CH3:29])([C:13]2[CH:18]=[CH:17][C:16](/[CH:19]=[CH:20]/[C:21]([CH2:25][CH3:26])([OH:24])[CH2:22][CH3:23])=[C:15]([CH3:27])[CH:14]=2)[CH2:11][CH3:12])=[CH:6][C:5]=1[CH3:30].[OH-].[K+]. The catalyst is CO.C1COCC1. The product is [CH2:11]([C:10]([C:7]1[CH:8]=[CH:9][C:4]([C:3]([OH:31])=[O:2])=[C:5]([CH3:30])[CH:6]=1)([C:13]1[CH:18]=[CH:17][C:16](/[CH:19]=[CH:20]/[C:21]([CH2:22][CH3:23])([OH:24])[CH2:25][CH3:26])=[C:15]([CH3:27])[CH:14]=1)[CH2:28][CH3:29])[CH3:12]. The yield is 0.990. (2) The reactants are [CH2:1]([S:3][C:4]1[CH:5]=[C:6]([C:26]([OH:28])=O)[C:7]2[NH:11][C:10]([NH:12][C:13]([C:15]3[N:16]=[CH:17][C:18]4[C:23]([CH:24]=3)=[CH:22][CH:21]=[CH:20][CH:19]=4)=[O:14])=[N:9][C:8]=2[CH:25]=1)[CH3:2].CN(C(ON1N=NC2C=CC=CC1=2)=[N+](C)C)C.F[P-](F)(F)(F)(F)F.CCN(C(C)C)C(C)C.S(O)(O)(=O)=O.[NH2:67][C:68]1[NH:69][CH:70]=[CH:71][N:72]=1. The catalyst is CN(C=O)C.[Cl-].[Na+].O. The product is [CH2:1]([S:3][C:4]1[CH:5]=[C:6]([C:26](=[O:28])[NH:67][C:68]2[NH:69][CH:70]=[CH:71][N:72]=2)[C:7]2[NH:11][C:10]([NH:12][C:13]([C:15]3[N:16]=[CH:17][C:18]4[C:23]([CH:24]=3)=[CH:22][CH:21]=[CH:20][CH:19]=4)=[O:14])=[N:9][C:8]=2[CH:25]=1)[CH3:2]. The yield is 0.710. (3) The reactants are C[Si](C)(C)[N-][Si](C)(C)C.[Li+].[C:11]([O:15][C:16]([NH:18][C@H:19]1[CH2:23][C@@H:22]([C:24]([O:26][CH3:27])=[O:25])[CH:21]=[CH:20]1)=[O:17])([CH3:14])([CH3:13])[CH3:12].Cl[CH2:29][O:30][CH2:31][CH3:32]. The catalyst is O1CCCC1. The product is [C:11]([O:15][C:16]([NH:18][C@H:19]1[CH2:23][C@@:22]([CH2:29][O:30][CH2:31][CH3:32])([C:24]([O:26][CH3:27])=[O:25])[CH:21]=[CH:20]1)=[O:17])([CH3:14])([CH3:13])[CH3:12]. The yield is 0.660.